From a dataset of Experimentally validated miRNA-target interactions with 360,000+ pairs, plus equal number of negative samples. Binary Classification. Given a miRNA mature sequence and a target amino acid sequence, predict their likelihood of interaction. (1) The miRNA is hsa-miR-6088 with sequence AGAGAUGAAGCGGGGGGGCG. The protein sequence of the target gene is MAFLMKKKKFKFQTTFTLEELTAVPFVNGVLFCKVRLLDGGDFVSLSSREEVQENCVRWRKRFTFVCKMSANPATGLLDPCVFRVSVRKELKGGKAYSKLGFADLNLAEFAGSGSTVRCCLLEGYDTKNTRQDNSILKVTIGMFLLSGDPCFKTPPSTAKSISIPGQDSSLQLTCKGGGTSSGGSSTNSLTGSRPPKARPTILSSGLPEEPDQNLSSPEEVFHSGHSRNSSYASQQSKISGYSTEHSRSSSLSDLTHRRNTSTSSSASGGLGMTVEGPEGSEREHRPPEKPPRPPRPLHL.... Result: 1 (interaction). (2) The miRNA is mmu-miR-340-5p with sequence UUAUAAAGCAAUGAGACUGAUU. The protein sequence of the target gene is MSSPGIDGDPKPPCLPRNGLVKLPGQPNGLGAASITKGTPAAKNRPCQPPPPPTLPPPSLATPLSRVALAGGPCPPASGPASGPVSGPPVERPPLATDEKILNGLFWYFSACEKCILAQVCKAWRRVLYQPKFWAGLTPVLHAKELYNVLPGGEKEFVNLQGFAARGFEGFCLVGVSDLDICEFIDNYSLSKKGVKAMSLKRSTITDAGLEVMLEQMQGVVRLELSGCNDFTEAGLWSSLSARITSLSVSDCINVADDAIAAISQLLPNLAELSLQAYHVTDTALAYFTARQGHSTHTLR.... Result: 0 (no interaction). (3) The miRNA is hsa-miR-4443 with sequence UUGGAGGCGUGGGUUUU. The protein sequence of the target gene is MNAPPAFESFLLFEGEKKITINKDTKVPNACLFTINKEDHTLGNIIKSQLLKDPQVLFAGYKVPHPLEHKIIIRVQTTPDYSPQEAFTNAITDLISELSLLEERFRVAIKDKQEGIE. Result: 0 (no interaction). (4) The miRNA is mmu-miR-539-3p with sequence CAUACAAGGAUAAUUUCUUUUU. The protein sequence of the target gene is MNDFGIKNMDQVAPVANSFRGTLKRQPAFDTFDGSLFAVLPSLSEDQTLQEVPTGLDSVSHDSASCELPLLTPCSKAVMSQALKATFSGFQKEQRRLGIPKNPWLWSEQQVCQWLLWATNEFSLVNVNLHQFGMNGQMLCNLGKERFLELAPDFVGDILWEHLEQMIKENQEKTEDQYEENSHLNAVPHWINSNTLGFSMEQAPYGMQAPNYPKDNLLDSMCPPSATPAALGSELQMLPKSRLNTVNVNYCSISQDFPSSNVNLLNNNSGKPKDHDSPENGGDSFESSDSLLRSWNSQSS.... Result: 0 (no interaction). (5) The miRNA is hsa-miR-146a-5p with sequence UGAGAACUGAAUUCCAUGGGUU. The protein sequence of the target gene is MARDYDHLFKLLIIGDSGVGKSSLLLRFADNTFSGSYITTIGVDFKIRTVEINGEKVKLQIWDTAGQERFRTITSTYYRGTHGVIVVYDVTSAESFVNVKRWLHEINQNCDDVCRILVGNKNDDPERKVVETEDAYKFAGQMGIQLFETSAKENVNVEEMFNCITELVLRAKKDNLAKQQQQQQNDVVKLTKNSKRKKRCC. Result: 0 (no interaction). (6) The miRNA is hsa-miR-105-5p with sequence UCAAAUGCUCAGACUCCUGUGGU. The protein sequence of the target gene is MHSRGREIVVLLNPWSINEAVSSYCTYFIKQDSKSFGIMVSWKGIYFILTLFWGSFFGSIFMLSPFLPLMFVNPSWYRWINNRLVATWLTLPVALLETMFGVKVIITGDAFVPGERSVIIMNHRTRMDWMFLWNCLMRYSYLRLEKICLKASLKGVPGFGWAMQAAAYIFIHRKWKDDKSHFEDMIDYFCDIHEPLQLLIFPEGTDLTENSKSRSNAFAEKNGLQKYEYVLHPRTTGFTFVVDRLREGKNLDAVHDITVAYPHNIPQSEKHLLQGDFPREIHFHVHRYPIDTLPTSKEDL.... Result: 0 (no interaction).